This data is from Peptide-MHC class II binding affinity with 134,281 pairs from IEDB. The task is: Regression. Given a peptide amino acid sequence and an MHC pseudo amino acid sequence, predict their binding affinity value. This is MHC class II binding data. The peptide sequence is TPKPAVRFAI. The MHC is DRB1_0101 with pseudo-sequence DRB1_0101. The binding affinity (normalized) is 0.00625.